This data is from Peptide-MHC class II binding affinity with 134,281 pairs from IEDB. The task is: Regression. Given a peptide amino acid sequence and an MHC pseudo amino acid sequence, predict their binding affinity value. This is MHC class II binding data. (1) The peptide sequence is KQIANELNYILWENN. The MHC is DRB1_0701 with pseudo-sequence DRB1_0701. The binding affinity (normalized) is 0.223. (2) The peptide sequence is TDAATLAQEAGNFER. The MHC is HLA-DPA10103-DPB10201 with pseudo-sequence HLA-DPA10103-DPB10201. The binding affinity (normalized) is 0. (3) The peptide sequence is NSLVYGASDSNVYDL. The MHC is DRB1_0405 with pseudo-sequence DRB1_0405. The binding affinity (normalized) is 0.357. (4) The peptide sequence is EYKSDYVYEPFPKEV. The MHC is DRB1_1602 with pseudo-sequence DRB1_1602. The binding affinity (normalized) is 0.439. (5) The peptide sequence is EKKYFAATQFEPLIA. The MHC is HLA-DPA10201-DPB10501 with pseudo-sequence HLA-DPA10201-DPB10501. The binding affinity (normalized) is 0.900. (6) The peptide sequence is AASVPAADKFKTFEA. The MHC is DRB1_0101 with pseudo-sequence DRB1_0101. The binding affinity (normalized) is 0.107. (7) The peptide sequence is YDKRLANVSTVLTGK. The MHC is DRB3_0202 with pseudo-sequence DRB3_0202. The binding affinity (normalized) is 0.441. (8) The peptide sequence is TSFCLMMILPAALAF. The MHC is DRB1_0802 with pseudo-sequence DRB1_0802. The binding affinity (normalized) is 1.00.